From a dataset of Full USPTO retrosynthesis dataset with 1.9M reactions from patents (1976-2016). Predict the reactants needed to synthesize the given product. (1) The reactants are: [CH2:1]([C:5]1[N:6]([CH3:28])[C:7]2[C:16]3[CH:15]=[C:14]([O:17][CH2:18][CH2:19][CH:20]4[CH2:25][CH2:24][NH:23][CH2:22][CH2:21]4)[CH:13]=[CH:12][C:11]=3[N:10]=[C:9]([NH2:26])[C:8]=2[N:27]=1)[CH2:2][CH2:3][CH3:4].[CH3:29][S:30](O[S:30]([CH3:29])(=[O:32])=[O:31])(=[O:32])=[O:31].C(N(CC)CC)C.O. Given the product [CH2:1]([C:5]1[N:6]([CH3:28])[C:7]2[C:16]3[CH:15]=[C:14]([O:17][CH2:18][CH2:19][CH:20]4[CH2:21][CH2:22][N:23]([S:30]([CH3:29])(=[O:32])=[O:31])[CH2:24][CH2:25]4)[CH:13]=[CH:12][C:11]=3[N:10]=[C:9]([NH2:26])[C:8]=2[N:27]=1)[CH2:2][CH2:3][CH3:4], predict the reactants needed to synthesize it. (2) Given the product [CH3:1][C@H:2]1[CH2:6][CH2:5][CH2:4][N:3]1[C:7]1[C:8]([C:21]2[CH:25]=[CH:24][NH:23][CH:22]=2)=[N:9][C:10]2[C:15]([N:16]=1)=[CH:14][C:13]([C:17]([O:19][CH3:20])=[O:18])=[CH:12][CH:11]=2, predict the reactants needed to synthesize it. The reactants are: [CH3:1][C@H:2]1[CH2:6][CH2:5][CH2:4][N:3]1[C:7]1[C:8]([C:21]2[CH:25]=[CH:24][N:23]([Si](C(C)C)(C(C)C)C(C)C)[CH:22]=2)=[N:9][C:10]2[C:15]([N:16]=1)=[CH:14][C:13]([C:17]([O:19][CH3:20])=[O:18])=[CH:12][CH:11]=2.[F-].C([N+](CCCC)(CCCC)CCCC)CCC. (3) Given the product [C:7]([O:11][C:12]([N:14]1[CH2:19][CH2:18][N:17]([C:32]2[CH:33]=[CH:34][CH:35]=[C:30]([CH2:23][C:24]3[CH:29]=[CH:28][CH:27]=[CH:26][CH:25]=3)[CH:31]=2)[C@@H:16]([CH:20]([CH3:22])[CH3:21])[CH2:15]1)=[O:13])([CH3:10])([CH3:9])[CH3:8], predict the reactants needed to synthesize it. The reactants are: CC([O-])(C)C.[Na+].[C:7]([O:11][C:12]([N:14]1[CH2:19][CH2:18][NH:17][C@@H:16]([CH:20]([CH3:22])[CH3:21])[CH2:15]1)=[O:13])([CH3:10])([CH3:9])[CH3:8].[CH2:23]([C:30]1[CH:35]=[CH:34][CH:33]=[C:32](Br)[CH:31]=1)[C:24]1[CH:29]=[CH:28][CH:27]=[CH:26][CH:25]=1.C(Cl)Cl.CO. (4) Given the product [CH2:9]([N:16]1[CH2:17][CH:18]=[C:19]([C:5]2[CH:4]=[CH:3][C:2]([CH3:8])=[CH:1][C:6]=2[OH:7])[CH2:20][CH2:21]1)[C:10]1[CH:15]=[CH:14][CH:13]=[CH:12][CH:11]=1, predict the reactants needed to synthesize it. The reactants are: [CH:1]1[C:6]([OH:7])=[CH:5][CH:4]=[CH:3][C:2]=1[CH3:8].[CH2:9]([N:16]1[CH2:21][CH2:20][C:19](=O)[CH2:18][CH2:17]1)[C:10]1[CH:15]=[CH:14][CH:13]=[CH:12][CH:11]=1.B(F)(F)F.CCOCC.Cl. (5) Given the product [O:21]1[C:17]2[CH:16]=[CH:15][C:14]([C:11]3([C:9]([NH:8][C:6]4[N:7]=[C:2]([C:29]5[CH:30]=[N:31][C:26]([O:25][CH3:24])=[CH:27][CH:28]=5)[CH:3]=[C:4]([CH3:23])[CH:5]=4)=[O:10])[CH2:13][CH2:12]3)=[CH:22][C:18]=2[CH2:19][CH2:20]1, predict the reactants needed to synthesize it. The reactants are: Cl[C:2]1[N:7]=[C:6]([NH:8][C:9]([C:11]2([C:14]3[CH:15]=[CH:16][C:17]4[O:21][CH2:20][CH2:19][C:18]=4[CH:22]=3)[CH2:13][CH2:12]2)=[O:10])[CH:5]=[C:4]([CH3:23])[CH:3]=1.[CH3:24][O:25][C:26]1[N:31]=[CH:30][C:29](B(O)O)=[CH:28][CH:27]=1.C([O-])([O-])=O.[Na+].[Na+]. (6) Given the product [CH3:15][C:14]1[C:9]([OH:8])=[C:10]([CH3:25])[C:11]([CH3:24])=[C:12]([N:16]([CH3:23])[C:17]2[CH:22]=[CH:21][CH:20]=[CH:19][N:18]=2)[N:13]=1, predict the reactants needed to synthesize it. The reactants are: C([O:8][C:9]1[C:10]([CH3:25])=[C:11]([CH3:24])[C:12]([N:16]([CH3:23])[C:17]2[CH:22]=[CH:21][CH:20]=[CH:19][N:18]=2)=[N:13][C:14]=1[CH3:15])C1C=CC=CC=1. (7) Given the product [CH2:9]([O:8][C:6]1[CH:5]=[CH:4][C:3]([S:11][CH2:12][CH3:13])=[C:2]([CH:7]=1)[NH2:1])[CH3:10], predict the reactants needed to synthesize it. The reactants are: [NH2:1][C:2]1[CH:7]=[C:6]([O:8][CH2:9][CH3:10])[CH:5]=[CH:4][C:3]=1[SH:11].[CH2:12](SC1C=CC(F)=CC=1N)[CH3:13].